Task: Predict the reactants needed to synthesize the given product.. Dataset: Full USPTO retrosynthesis dataset with 1.9M reactions from patents (1976-2016) (1) Given the product [O:18]=[C:9]1[C:10]2[CH:17]=[CH:16][CH:15]=[CH:14][C:11]=2[C:12](=[O:13])[N:8]1[CH2:7][CH2:6][CH2:5][S:2]([O:29][CH2:28][C:27]([CH3:41])([CH3:26])[C@@H:30]([O:33][CH2:34][C:35]1[CH:40]=[CH:39][CH:38]=[CH:37][CH:36]=1)[CH:31]=[CH2:32])(=[O:4])=[O:3], predict the reactants needed to synthesize it. The reactants are: Cl[S:2]([CH2:5][CH2:6][CH2:7][N:8]1[C:12](=[O:13])[C:11]2[CH:14]=[CH:15][CH:16]=[CH:17][C:10]=2[C:9]1=[O:18])(=[O:4])=[O:3].C(N(CC)CC)C.[CH3:26][C:27]([CH3:41])([C@@H:30]([O:33][CH2:34][C:35]1[CH:40]=[CH:39][CH:38]=[CH:37][CH:36]=1)[CH:31]=[CH2:32])[CH2:28][OH:29]. (2) Given the product [C:23]([C:20]1[CH:19]=[CH:18][C:17]([CH2:16][CH2:15][O:14][C:10]2[CH:9]=[C:8]([NH:7][S:32]([C:27]3[CH:28]=[CH:29][CH:30]=[CH:31][C:26]=3[Cl:25])(=[O:34])=[O:33])[CH:13]=[CH:12][CH:11]=2)=[CH:22][CH:21]=1)#[N:24], predict the reactants needed to synthesize it. The reactants are: N1C=CC=CC=1.[NH2:7][C:8]1[CH:13]=[CH:12][CH:11]=[C:10]([O:14][CH2:15][CH2:16][C:17]2[CH:22]=[CH:21][C:20]([C:23]#[N:24])=[CH:19][CH:18]=2)[CH:9]=1.[Cl:25][C:26]1[CH:31]=[CH:30][CH:29]=[CH:28][C:27]=1[S:32](Cl)(=[O:34])=[O:33]. (3) Given the product [F:35][C:36]([F:45])([F:46])[C:37]1[CH:44]=[CH:43][C:40]([CH2:41][NH:42][C:15]([C:11]2[CH:10]=[C:9]3[C:14]([C:6]([N:5]([CH2:4][CH2:3][N:2]([CH3:1])[CH3:19])[CH3:18])=[N:7][NH:8]3)=[CH:13][CH:12]=2)=[O:17])=[CH:39][CH:38]=1, predict the reactants needed to synthesize it. The reactants are: [CH3:1][N:2]([CH3:19])[CH2:3][CH2:4][N:5]([CH3:18])[C:6]1[C:14]2[C:9](=[CH:10][C:11]([C:15]([O-:17])=O)=[CH:12][CH:13]=2)[NH:8][N:7]=1.[Li+].C(Cl)CCl.C1C=CC2N(O)N=NC=2C=1.[F:35][C:36]([F:46])([F:45])[C:37]1[CH:44]=[CH:43][C:40]([CH2:41][NH2:42])=[CH:39][CH:38]=1. (4) Given the product [OH:3][C:1]([C:4]1[N:9]=[CH:8][C:7]([CH2:10][C:11]2[CH:12]=[C:13]3[C:18](=[C:19]4[CH:24]=[CH:23][CH:22]=[CH:21][C:20]=24)[N:17]=[CH:16][N:15]([C@H:25]2[CH2:30][CH2:29][O:28][CH2:27][C@@H:26]2[OH:31])[C:14]3=[O:32])=[CH:6][CH:5]=1)([CH3:33])[CH3:2], predict the reactants needed to synthesize it. The reactants are: [C:1]([C:4]1[N:9]=[CH:8][C:7]([CH2:10][C:11]2[CH:12]=[C:13]3[C:18](=[C:19]4[CH:24]=[CH:23][CH:22]=[CH:21][C:20]=24)[N:17]=[CH:16][N:15]([C@H:25]2[CH2:30][CH2:29][O:28][CH2:27][C@@H:26]2[OH:31])[C:14]3=[O:32])=[CH:6][CH:5]=1)(=[O:3])[CH3:2].[CH3:33][Mg]Br.[Cl-].[NH4+]. (5) Given the product [C:32]([C:14]1[CH:15]=[C:16]([C:18]2[C:19](=[O:24])[NH:20][CH:21]=[CH:22][CH:23]=2)[CH:17]=[C:12]([C:11]2[O:2][C:3](=[O:38])[C:4]3[C:5]([CH:10]=2)=[CH:6][CH:7]=[CH:8][CH:9]=3)[C:13]=1[O:36][CH3:37])([CH3:34])([CH3:33])[CH3:35], predict the reactants needed to synthesize it. The reactants are: C[O:2][C:3](=[O:38])[C:4]1[CH:9]=[CH:8][CH:7]=[CH:6][C:5]=1[C:10]#[C:11][C:12]1[CH:17]=[C:16]([C:18]2[C:19]([O:24]CC3C=CC=CC=3)=[N:20][CH:21]=[CH:22][CH:23]=2)[CH:15]=[C:14]([C:32]([CH3:35])([CH3:34])[CH3:33])[C:13]=1[O:36][CH3:37].C(O)(C(F)(F)F)=O. (6) Given the product [NH2:9][S:8]([C:6]1[CH:5]=[CH:4][C:3]([NH:12][C:13]([C:15]2[CH:20]=[C:19]([N:26]([CH2:27][CH2:28][O:29][CH3:30])[CH2:25][CH2:24][O:23][CH3:22])[N:18]=[CH:17][N:16]=2)=[O:14])=[C:2]([CH3:1])[CH:7]=1)(=[O:11])=[O:10], predict the reactants needed to synthesize it. The reactants are: [CH3:1][C:2]1[CH:7]=[C:6]([S:8](=[O:11])(=[O:10])[NH2:9])[CH:5]=[CH:4][C:3]=1[NH:12][C:13]([C:15]1[CH:20]=[C:19](Cl)[N:18]=[CH:17][N:16]=1)=[O:14].[CH3:22][O:23][CH2:24][CH2:25][NH:26][CH2:27][CH2:28][O:29][CH3:30]. (7) Given the product [N:8]([CH:6]1[CH2:5][CH2:4][CH2:3][CH2:2][CH:1]1[OH:7])=[N+:9]=[N-:10], predict the reactants needed to synthesize it. The reactants are: [CH:1]12[O:7][CH:6]1[CH2:5][CH2:4][CH2:3][CH2:2]2.[N-:8]=[N+:9]=[N-:10].[Na+].